This data is from Catalyst prediction with 721,799 reactions and 888 catalyst types from USPTO. The task is: Predict which catalyst facilitates the given reaction. (1) Reactant: C1(C)C=CC(S(O)(=O)=O)=CC=1.O1[C:16]2([CH2:26][CH2:25][C:19]3([CH2:23][CH2:22][NH:21][C:20]3=[O:24])[CH2:18][CH2:17]2)[O:15]CC1.[OH-].[Na+]. Product: [C:20]1(=[O:24])[C:19]2([CH2:18][CH2:17][C:16](=[O:15])[CH2:26][CH2:25]2)[CH2:23][CH2:22][NH:21]1. The catalyst class is: 24. (2) Reactant: [C:1]1([Mg]Br)[CH:6]=[CH:5][CH:4]=[CH:3][CH:2]=1.[C:9](=[S:11])=[S:10].Br[CH:13]([C:16]1[CH:21]=[CH:20][CH:19]=[CH:18][CH:17]=1)[C:14]#[N:15].O. Product: [C:9]([S:11][CH:13]([C:14]#[N:15])[C:16]1[CH:21]=[CH:20][CH:19]=[CH:18][CH:17]=1)(=[S:10])[C:1]1[CH:6]=[CH:5][CH:4]=[CH:3][CH:2]=1. The catalyst class is: 1.